From a dataset of Reaction yield outcomes from USPTO patents with 853,638 reactions. Predict the reaction yield, written as a fraction of the theoretical maximum amount of product (1.0 means a 100% yield; for example, 0.34 means a 34% yield). (1) The reactants are C[O:2][C:3](=[O:18])[CH2:4][NH:5][C:6]([C:8]1[N:9]([CH3:17])[C:10]2[C:15]([CH:16]=1)=[CH:14][CH:13]=[CH:12][CH:11]=2)=[O:7].[OH-].[Li+].Cl. The catalyst is O1CCOCC1. The product is [CH3:17][N:9]1[C:10]2[C:15](=[CH:14][CH:13]=[CH:12][CH:11]=2)[CH:16]=[C:8]1[C:6]([NH:5][CH2:4][C:3]([OH:18])=[O:2])=[O:7]. The yield is 0.930. (2) The reactants are [CH2:1]([O:3][C:4]([C:6]1[N:10]=[CH:9][NH:8][N:7]=1)=[O:5])[CH3:2].C(O)C.[O-]CC.[Na+].[F:18][C:19]1[CH:26]=[CH:25][C:22]([CH2:23]Br)=[CH:21][CH:20]=1.O. The catalyst is C(O)C.CCCCCC. The product is [CH2:1]([O:3][C:4]([C:6]1[N:10]=[CH:9][N:8]([CH2:23][C:22]2[CH:25]=[CH:26][C:19]([F:18])=[CH:20][CH:21]=2)[N:7]=1)=[O:5])[CH3:2]. The yield is 0.420.